Dataset: CYP3A4 inhibition data for predicting drug metabolism from PubChem BioAssay. Task: Regression/Classification. Given a drug SMILES string, predict its absorption, distribution, metabolism, or excretion properties. Task type varies by dataset: regression for continuous measurements (e.g., permeability, clearance, half-life) or binary classification for categorical outcomes (e.g., BBB penetration, CYP inhibition). Dataset: cyp3a4_veith. (1) The drug is CN(CCc1ccccn1)c1ccc2c(c1)C(=O)c1ccccc1-2. The result is 1 (inhibitor). (2) The compound is C#C[C@]1(O)CC[C@H]2[C@H]3CCC4=Cc5oncc5C[C@]4(C)[C@@H]3CC[C@]21C. The result is 1 (inhibitor). (3) The compound is CCN(CCO)CCO.Oc1c(Cl)c(Cl)c(Cl)c(Cl)c1Cl. The result is 0 (non-inhibitor). (4) The molecule is CNC(=O)[C@H]1C[C@@H]1[C@H](NP(=O)(c1ccccc1)c1ccccc1)c1ccccc1. The result is 1 (inhibitor). (5) The compound is CC(C)NC(=O)N1CC2(CCN(C(=O)c3cc(C(F)(F)F)cc(C(F)(F)F)c3)CC2)C1. The result is 0 (non-inhibitor). (6) The drug is Cn1c(=O)c2cc(S(=O)(=O)NCCC(=O)Nc3ccc(Cl)cc3)ccc2n(C)c1=O. The result is 0 (non-inhibitor). (7) The drug is N[C@H](C(=O)O)c1ccc(O)c(C(=O)O)c1. The result is 0 (non-inhibitor).